From a dataset of Full USPTO retrosynthesis dataset with 1.9M reactions from patents (1976-2016). Predict the reactants needed to synthesize the given product. (1) The reactants are: [C:1]1([C@H:7]2[C@@H:11]([C:12]3[CH:17]=[CH:16][CH:15]=[CH:14][CH:13]=3)[NH:10][C:9](=[S:18])[NH:8]2)[CH:6]=[CH:5][CH:4]=[CH:3][CH:2]=1.[F:19][C:20]([F:30])([F:29])[C:21]1[CH:28]=[CH:27][CH:26]=[CH:25][C:22]=1[CH2:23][Cl:24]. Given the product [ClH:24].[F:19][C:20]([F:29])([F:30])[C:21]1[CH:28]=[CH:27][CH:26]=[CH:25][C:22]=1[CH2:23][S:18][C:9]1[NH:8][C@H:7]([C:1]2[CH:2]=[CH:3][CH:4]=[CH:5][CH:6]=2)[C@H:11]([C:12]2[CH:13]=[CH:14][CH:15]=[CH:16][CH:17]=2)[N:10]=1, predict the reactants needed to synthesize it. (2) Given the product [CH3:18][C:17]([N+:19]([O-:21])=[O:20])([CH3:22])[CH2:16][CH2:15][N:5]1[C:6]2[CH:11]=[CH:10][CH:9]=[CH:8][C:7]=2[O:3][C:4]1=[O:12], predict the reactants needed to synthesize it. The reactants are: [H-].[Na+].[O:3]1[C:7]2[CH:8]=[CH:9][CH:10]=[CH:11][C:6]=2[NH:5][C:4]1=[O:12].IC[CH2:15][CH2:16][C:17]([CH3:22])([N+:19]([O-:21])=[O:20])[CH3:18]. (3) Given the product [Cl:15][C:16]1[N:21]=[C:20]([NH:1][CH2:2][CH2:3][CH2:4][OH:5])[C:19]([I:23])=[CH:18][N:17]=1, predict the reactants needed to synthesize it. The reactants are: [NH2:1][CH2:2][CH2:3][CH2:4][OH:5].C(N(C(C)C)C(C)C)C.[Cl:15][C:16]1[N:21]=[C:20](Cl)[C:19]([I:23])=[CH:18][N:17]=1. (4) Given the product [F:30][C:27]1[CH:28]=[CH:29][C:24]([CH:16]([C:17]2[CH:22]=[CH:21][C:20]([F:23])=[CH:19][CH:18]=2)[O:15][C:5]2[CH:4]=[CH:3][C:2]([NH:1][C:42]([NH:41][C:35]3[CH:36]=[CH:37][C:38]([O:39][CH3:40])=[C:33]([O:32][CH3:31])[CH:34]=3)=[O:43])=[CH:14][C:6]=2[C:7]([O:9][C:10]([CH3:13])([CH3:12])[CH3:11])=[O:8])=[CH:25][CH:26]=1, predict the reactants needed to synthesize it. The reactants are: [NH2:1][C:2]1[CH:3]=[CH:4][C:5]([O:15][CH:16]([C:24]2[CH:29]=[CH:28][C:27]([F:30])=[CH:26][CH:25]=2)[C:17]2[CH:22]=[CH:21][C:20]([F:23])=[CH:19][CH:18]=2)=[C:6]([CH:14]=1)[C:7]([O:9][C:10]([CH3:13])([CH3:12])[CH3:11])=[O:8].[CH3:31][O:32][C:33]1[CH:34]=[C:35]([N:41]=[C:42]=[O:43])[CH:36]=[CH:37][C:38]=1[O:39][CH3:40]. (5) Given the product [OH:28][CH2:29][C:30]1[CH:35]=[C:34]([C:2]2[C:3]([N:22]3[CH2:26][CH2:25][C@@H:24]([OH:27])[CH2:23]3)=[N:4][CH:5]=[C:6]([CH:21]=2)[C:7]([NH:9][C:10]2[CH:11]=[CH:12][C:13]([O:16][C:17]([F:19])([F:18])[F:20])=[CH:14][CH:15]=2)=[O:8])[CH:33]=[CH:32][CH:31]=1, predict the reactants needed to synthesize it. The reactants are: Br[C:2]1[C:3]([N:22]2[CH2:26][CH2:25][C@@H:24]([OH:27])[CH2:23]2)=[N:4][CH:5]=[C:6]([CH:21]=1)[C:7]([NH:9][C:10]1[CH:15]=[CH:14][C:13]([O:16][C:17]([F:20])([F:19])[F:18])=[CH:12][CH:11]=1)=[O:8].[OH:28][CH2:29][C:30]1[CH:31]=[C:32](B(O)O)[CH:33]=[CH:34][CH:35]=1.